Dataset: Full USPTO retrosynthesis dataset with 1.9M reactions from patents (1976-2016). Task: Predict the reactants needed to synthesize the given product. (1) The reactants are: [CH3:1][N:2]1[CH:7]2[CH2:8][CH2:9][CH2:10][CH:3]1[CH2:4][NH:5][CH2:6]2.[N+:11]([C:14]1[CH:19]=[CH:18][C:17]([C:20]2[O:24][C:23]([C:25]([Cl:27])=[O:26])=[CH:22][CH:21]=2)=[CH:16][CH:15]=1)([O-:13])=[O:12]. Given the product [ClH:27].[CH3:1][N:2]1[CH:7]2[CH2:8][CH2:9][CH2:10][CH:3]1[CH2:4][N:5]([C:25]([C:23]1[O:24][C:20]([C:17]3[CH:16]=[CH:15][C:14]([N+:11]([O-:13])=[O:12])=[CH:19][CH:18]=3)=[CH:21][CH:22]=1)=[O:26])[CH2:6]2, predict the reactants needed to synthesize it. (2) Given the product [F:1][C:2]1[CH:3]=[CH:4][CH:5]=[C:6]2[C:11]=1[N:10]=[C:9]([C:12]1[CH:17]=[CH:16][CH:15]=[C:14]([C:18]#[C:19][C@:20]3([OH:27])[CH2:24][CH2:23][N:22]([CH3:25])[C:21]3=[O:26])[CH:13]=1)[N:8]=[C:7]2[C:28]([NH2:33])=[O:30], predict the reactants needed to synthesize it. The reactants are: [F:1][C:2]1[CH:3]=[CH:4][CH:5]=[C:6]2[C:11]=1[N:10]=[C:9]([C:12]1[CH:17]=[CH:16][CH:15]=[C:14]([C:18]#[C:19][C@:20]3([OH:27])[CH2:24][CH2:23][N:22]([CH3:25])[C:21]3=[O:26])[CH:13]=1)[N:8]=[C:7]2[C:28]([O:30]CC)=O.[NH3:33]. (3) Given the product [CH3:1][O:2][C:3](=[O:15])[C:4]1[CH:9]=[CH:8][C:7]([NH:10][CH3:11])=[C:6]([NH2:12])[CH:5]=1, predict the reactants needed to synthesize it. The reactants are: [CH3:1][O:2][C:3](=[O:15])[C:4]1[CH:9]=[CH:8][C:7]([NH:10][CH3:11])=[C:6]([N+:12]([O-])=O)[CH:5]=1.Cl. (4) The reactants are: [OH:1][C:2]1[N:10]=[CH:9][C:8]([N+:11]([O-:13])=[O:12])=[CH:7][C:3]=1[C:4]([OH:6])=[O:5].S(Cl)(Cl)=O.[CH3:18]O. Given the product [N+:11]([C:8]1[CH:7]=[C:3]([C:4]([O:6][CH3:18])=[O:5])[C:2](=[O:1])[NH:10][CH:9]=1)([O-:13])=[O:12], predict the reactants needed to synthesize it. (5) Given the product [Cl:17][C:18]1[C:22]([Cl:23])=[C:21]([CH3:24])[NH:20][C:19]=1[C:25]([NH:27][C@H:28]1[CH2:33][CH2:32][N:31]([C:2]2[S:3][C:4]([C:10]([O:12][CH2:13][CH3:14])=[O:11])=[C:5]([C:7]([OH:9])=[O:8])[N:6]=2)[CH2:30][C@H:29]1[N:34]1[CH:38]=[N:37][CH:36]=[N:35]1)=[O:26], predict the reactants needed to synthesize it. The reactants are: Cl[C:2]1[S:3][C:4]([C:10]([O:12][CH2:13][CH3:14])=[O:11])=[C:5]([C:7]([OH:9])=[O:8])[N:6]=1.Cl.Cl.[Cl:17][C:18]1[C:22]([Cl:23])=[C:21]([CH3:24])[NH:20][C:19]=1[C:25]([NH:27][C@H:28]1[CH2:33][CH2:32][NH:31][CH2:30][C@H:29]1[N:34]1[CH:38]=[N:37][CH:36]=[N:35]1)=[O:26].CCN(C(C)C)C(C)C.